From a dataset of NCI-60 drug combinations with 297,098 pairs across 59 cell lines. Regression. Given two drug SMILES strings and cell line genomic features, predict the synergy score measuring deviation from expected non-interaction effect. (1) Drug 1: CS(=O)(=O)OCCCCOS(=O)(=O)C. Cell line: TK-10. Drug 2: B(C(CC(C)C)NC(=O)C(CC1=CC=CC=C1)NC(=O)C2=NC=CN=C2)(O)O. Synergy scores: CSS=28.6, Synergy_ZIP=-1.69, Synergy_Bliss=-4.91, Synergy_Loewe=-45.6, Synergy_HSA=-5.03. (2) Drug 1: COC1=CC(=CC(=C1O)OC)C2C3C(COC3=O)C(C4=CC5=C(C=C24)OCO5)OC6C(C(C7C(O6)COC(O7)C8=CC=CS8)O)O. Drug 2: CCCS(=O)(=O)NC1=C(C(=C(C=C1)F)C(=O)C2=CNC3=C2C=C(C=N3)C4=CC=C(C=C4)Cl)F. Cell line: NCI-H522. Synergy scores: CSS=30.5, Synergy_ZIP=-3.22, Synergy_Bliss=-1.06, Synergy_Loewe=-22.2, Synergy_HSA=-1.14. (3) Drug 1: CC1=CC=C(C=C1)C2=CC(=NN2C3=CC=C(C=C3)S(=O)(=O)N)C(F)(F)F. Drug 2: CS(=O)(=O)OCCCCOS(=O)(=O)C. Cell line: UACC-257. Synergy scores: CSS=-2.06, Synergy_ZIP=0.537, Synergy_Bliss=-1.61, Synergy_Loewe=-3.78, Synergy_HSA=-3.73. (4) Drug 1: CCN(CC)CCNC(=O)C1=C(NC(=C1C)C=C2C3=C(C=CC(=C3)F)NC2=O)C. Drug 2: CCCCC(=O)OCC(=O)C1(CC(C2=C(C1)C(=C3C(=C2O)C(=O)C4=C(C3=O)C=CC=C4OC)O)OC5CC(C(C(O5)C)O)NC(=O)C(F)(F)F)O. Cell line: MOLT-4. Synergy scores: CSS=82.3, Synergy_ZIP=11.5, Synergy_Bliss=9.83, Synergy_Loewe=-0.0440, Synergy_HSA=7.17. (5) Drug 1: CCC1(CC2CC(C3=C(CCN(C2)C1)C4=CC=CC=C4N3)(C5=C(C=C6C(=C5)C78CCN9C7C(C=CC9)(C(C(C8N6C=O)(C(=O)OC)O)OC(=O)C)CC)OC)C(=O)OC)O.OS(=O)(=O)O. Drug 2: CCC1(CC2CC(C3=C(CCN(C2)C1)C4=CC=CC=C4N3)(C5=C(C=C6C(=C5)C78CCN9C7C(C=CC9)(C(C(C8N6C)(C(=O)OC)O)OC(=O)C)CC)OC)C(=O)OC)O.OS(=O)(=O)O. Cell line: HOP-92. Synergy scores: CSS=14.0, Synergy_ZIP=-2.97, Synergy_Bliss=8.11, Synergy_Loewe=-0.266, Synergy_HSA=4.66. (6) Drug 1: CC1=C(C=C(C=C1)NC2=NC=CC(=N2)N(C)C3=CC4=NN(C(=C4C=C3)C)C)S(=O)(=O)N.Cl. Drug 2: CC1=C(C(=CC=C1)Cl)NC(=O)C2=CN=C(S2)NC3=CC(=NC(=N3)C)N4CCN(CC4)CCO. Cell line: SF-539. Synergy scores: CSS=20.3, Synergy_ZIP=-0.493, Synergy_Bliss=2.95, Synergy_Loewe=6.45, Synergy_HSA=6.90. (7) Drug 1: CCCS(=O)(=O)NC1=C(C(=C(C=C1)F)C(=O)C2=CNC3=C2C=C(C=N3)C4=CC=C(C=C4)Cl)F. Drug 2: CC1=C2C(C(=O)C3(C(CC4C(C3C(C(C2(C)C)(CC1OC(=O)C(C(C5=CC=CC=C5)NC(=O)OC(C)(C)C)O)O)OC(=O)C6=CC=CC=C6)(CO4)OC(=O)C)OC)C)OC. Cell line: 786-0. Synergy scores: CSS=55.5, Synergy_ZIP=5.55, Synergy_Bliss=4.87, Synergy_Loewe=-20.1, Synergy_HSA=5.62. (8) Drug 1: C1CC(=O)NC(=O)C1N2C(=O)C3=CC=CC=C3C2=O. Drug 2: C(CCl)NC(=O)N(CCCl)N=O. Cell line: BT-549. Synergy scores: CSS=0.152, Synergy_ZIP=5.78, Synergy_Bliss=-3.16, Synergy_Loewe=-6.86, Synergy_HSA=-3.62. (9) Drug 1: CC=C1C(=O)NC(C(=O)OC2CC(=O)NC(C(=O)NC(CSSCCC=C2)C(=O)N1)C(C)C)C(C)C. Drug 2: CC1=C(C(=O)C2=C(C1=O)N3CC4C(C3(C2COC(=O)N)OC)N4)N. Cell line: SF-295. Synergy scores: CSS=79.8, Synergy_ZIP=1.53, Synergy_Bliss=0.563, Synergy_Loewe=-0.853, Synergy_HSA=3.17. (10) Drug 1: CN1C2=C(C=C(C=C2)N(CCCl)CCCl)N=C1CCCC(=O)O.Cl. Drug 2: CS(=O)(=O)OCCCCOS(=O)(=O)C. Cell line: OVCAR-5. Synergy scores: CSS=14.9, Synergy_ZIP=-3.45, Synergy_Bliss=-0.0173, Synergy_Loewe=2.68, Synergy_HSA=3.80.